This data is from NCI-60 drug combinations with 297,098 pairs across 59 cell lines. The task is: Regression. Given two drug SMILES strings and cell line genomic features, predict the synergy score measuring deviation from expected non-interaction effect. (1) Drug 1: CS(=O)(=O)C1=CC(=C(C=C1)C(=O)NC2=CC(=C(C=C2)Cl)C3=CC=CC=N3)Cl. Drug 2: C1=NC2=C(N1)C(=S)N=CN2. Cell line: MDA-MB-435. Synergy scores: CSS=-1.93, Synergy_ZIP=-10.6, Synergy_Bliss=-32.1, Synergy_Loewe=-67.7, Synergy_HSA=-37.9. (2) Drug 1: C1=NC2=C(N1)C(=S)N=CN2. Drug 2: CC1CCC2CC(C(=CC=CC=CC(CC(C(=O)C(C(C(=CC(C(=O)CC(OC(=O)C3CCCCN3C(=O)C(=O)C1(O2)O)C(C)CC4CCC(C(C4)OC)O)C)C)O)OC)C)C)C)OC. Cell line: U251. Synergy scores: CSS=9.85, Synergy_ZIP=-3.65, Synergy_Bliss=1.36, Synergy_Loewe=-4.21, Synergy_HSA=1.56. (3) Drug 1: CS(=O)(=O)OCCCCOS(=O)(=O)C. Drug 2: CC(C)(C#N)C1=CC(=CC(=C1)CN2C=NC=N2)C(C)(C)C#N. Cell line: HL-60(TB). Synergy scores: CSS=41.2, Synergy_ZIP=4.10, Synergy_Bliss=4.59, Synergy_Loewe=1.81, Synergy_HSA=1.46. (4) Drug 1: COC1=NC(=NC2=C1N=CN2C3C(C(C(O3)CO)O)O)N. Cell line: NCI-H460. Drug 2: C1CN(P(=O)(OC1)NCCCl)CCCl. Synergy scores: CSS=0.583, Synergy_ZIP=2.14, Synergy_Bliss=5.13, Synergy_Loewe=1.46, Synergy_HSA=2.02.